From a dataset of Catalyst prediction with 721,799 reactions and 888 catalyst types from USPTO. Predict which catalyst facilitates the given reaction. (1) Reactant: [C:1]([C:4]1[C:12]2[N:11]=[C:10]([C:13]3[S:17][C:16]([CH:18]4[CH2:23][CH2:22][CH2:21][CH2:20][N:19]4C(OCC4C=CC=CC=4)=O)=[CH:15][CH:14]=3)[NH:9][C:8]=2[CH:7]=[CH:6][CH:5]=1)(=[O:3])[NH2:2]. Product: [NH:19]1[CH2:20][CH2:21][CH2:22][CH2:23][CH:18]1[C:16]1[S:17][C:13]([C:10]2[NH:9][C:8]3[CH:7]=[CH:6][CH:5]=[C:4]([C:1]([NH2:2])=[O:3])[C:12]=3[N:11]=2)=[CH:14][CH:15]=1. The catalyst class is: 67. (2) Product: [NH2:1][CH2:4][C:5]1[C:6]([NH:18][CH:19]2[CH2:24][CH2:23][N:22]([C:25]([NH2:27])=[O:26])[CH2:21][CH2:20]2)=[C:7]2[CH:15]=[N:14][N:13]([CH2:16][CH3:17])[C:8]2=[N:9][C:10]=1[CH2:11][CH3:12]. Reactant: [N:1]([CH2:4][C:5]1[C:6]([NH:18][CH:19]2[CH2:24][CH2:23][N:22]([C:25]([NH2:27])=[O:26])[CH2:21][CH2:20]2)=[C:7]2[CH:15]=[N:14][N:13]([CH2:16][CH3:17])[C:8]2=[N:9][C:10]=1[CH2:11][CH3:12])=[N+]=[N-]. The catalyst class is: 8. (3) Reactant: [CH2:1]([O:3][C:4]1[CH:5]=[C:6]([CH:12]([N:17]2[C:21](=[O:22])[C:20]3=[CH:23][CH:24]=[CH:25][CH:26]=[C:19]3[C:18]2=[O:27])[CH2:13][C:14](O)=[O:15])[CH:7]=[CH:8][C:9]=1[O:10][CH3:11])[CH3:2].Cl.[CH2:29]([O:36][NH2:37])[C:30]1[CH:35]=[CH:34][CH:33]=[CH:32][CH:31]=1. Product: [CH2:29]([O:36][NH:37][C:14](=[O:15])[CH2:13][CH:12]([C:6]1[CH:7]=[CH:8][C:9]([O:10][CH3:11])=[C:4]([O:3][CH2:1][CH3:2])[CH:5]=1)[N:17]1[C:18](=[O:27])[C:19]2=[CH:26][CH:25]=[CH:24][CH:23]=[C:20]2[C:21]1=[O:22])[C:30]1[CH:35]=[CH:34][CH:33]=[CH:32][CH:31]=1. The catalyst class is: 7.